This data is from Catalyst prediction with 721,799 reactions and 888 catalyst types from USPTO. The task is: Predict which catalyst facilitates the given reaction. The catalyst class is: 54. Reactant: [CH:1]1([CH2:4][NH:5][C:6]2[C:7]([O:25][CH3:26])=[N:8][N:9]3[C:14]([C:15]4[C:20]([CH3:21])=[CH:19][C:18]([CH3:22])=[CH:17][C:16]=4[O:23][CH3:24])=[CH:13][CH:12]=[CH:11][C:10]=23)[CH2:3][CH2:2]1.[O:27]1[CH2:32][CH2:31][CH:30]([CH:33]=O)[CH2:29][CH2:28]1.C(O[BH-](OC(=O)C)OC(=O)C)(=O)C.[Na+].C(=O)([O-])O.[Na+]. Product: [CH:1]1([CH2:4][N:5]([C:6]2[C:7]([O:25][CH3:26])=[N:8][N:9]3[C:14]([C:15]4[C:20]([CH3:21])=[CH:19][C:18]([CH3:22])=[CH:17][C:16]=4[O:23][CH3:24])=[CH:13][CH:12]=[CH:11][C:10]=23)[CH2:33][CH:30]2[CH2:31][CH2:32][O:27][CH2:28][CH2:29]2)[CH2:2][CH2:3]1.